From a dataset of Full USPTO retrosynthesis dataset with 1.9M reactions from patents (1976-2016). Predict the reactants needed to synthesize the given product. (1) Given the product [CH2:1]([C:8]1[CH:13]=[CH:12][N:11]=[C:10]([O:14][CH3:15])[C:9]=1[NH2:16])[C:2]1[CH:3]=[CH:4][CH:5]=[CH:6][CH:7]=1, predict the reactants needed to synthesize it. The reactants are: [CH2:1]([C:8]1[CH:13]=[CH:12][N:11]=[C:10]([O:14][CH3:15])[C:9]=1[NH:16]C(=O)OC(C)(C)C)[C:2]1[CH:7]=[CH:6][CH:5]=[CH:4][CH:3]=1.Cl.C(OCC)(=O)C.C(OC(C)C)(C)C. (2) Given the product [C:13]([C:4]1[CH:5]=[CH:6][C:1]([C:7]2[CH:8]=[CH:9][C:10]([C:13](=[O:20])[C:14]3[CH:19]=[CH:18][CH:17]=[CH:16][CH:15]=3)=[CH:11][CH:12]=2)=[CH:2][CH:3]=1)(=[O:20])[C:14]1[CH:19]=[CH:18][CH:17]=[CH:16][CH:15]=1, predict the reactants needed to synthesize it. The reactants are: [C:1]1([C:7]2[CH:12]=[CH:11][CH:10]=[CH:9][CH:8]=2)[CH:6]=[CH:5][CH:4]=[CH:3][CH:2]=1.[C:13](Cl)(=[O:20])[C:14]1[CH:19]=[CH:18][CH:17]=[CH:16][CH:15]=1.[Cl-].[Cl-].[Cl-].[Al+3].Cl. (3) The reactants are: I[C:2]1[C:10]2[C:5](=[N:6][CH:7]=[C:8]([C:11]3[CH:16]=[CH:15][C:14]([N:17]4[CH2:22][CH2:21][N:20]([C:23]([O:25][C:26]([CH3:29])([CH3:28])[CH3:27])=[O:24])[CH2:19][CH2:18]4)=[CH:13][C:12]=3[O:30][CH3:31])[CH:9]=2)[N:4]([S:32]([C:35]2[CH:41]=[CH:40][C:38]([CH3:39])=[CH:37][CH:36]=2)(=[O:34])=[O:33])[CH:3]=1.[F:42][C:43]1[CH:44]=[C:45]([CH:61]=[CH:62][CH:63]=1)[CH2:46][N:47]1[CH:51]=[C:50](B2OC(C)(C)C(C)(C)O2)[CH:49]=[N:48]1.C(=O)([O-])[O-].[Na+].[Na+]. Given the product [F:42][C:43]1[CH:44]=[C:45]([CH:61]=[CH:62][CH:63]=1)[CH2:46][N:47]1[CH:51]=[C:50]([C:2]2[C:10]3[C:5](=[N:6][CH:7]=[C:8]([C:11]4[CH:16]=[CH:15][C:14]([N:17]5[CH2:22][CH2:21][N:20]([C:23]([O:25][C:26]([CH3:29])([CH3:28])[CH3:27])=[O:24])[CH2:19][CH2:18]5)=[CH:13][C:12]=4[O:30][CH3:31])[CH:9]=3)[N:4]([S:32]([C:35]3[CH:41]=[CH:40][C:38]([CH3:39])=[CH:37][CH:36]=3)(=[O:34])=[O:33])[CH:3]=2)[CH:49]=[N:48]1, predict the reactants needed to synthesize it. (4) Given the product [CH:20]1([NH:19][S:16]([C:3]2[C:2]3[N:1]=[C:27]([C:26]([F:31])([F:30])[F:25])[NH:8][C:7]=3[CH:6]=[C:5]([C:9]3[C:10]([CH3:15])=[N:11][O:12][C:13]=3[CH3:14])[CH:4]=2)(=[O:17])=[O:18])[CH2:24][CH2:23][CH2:22][CH2:21]1, predict the reactants needed to synthesize it. The reactants are: [NH2:1][C:2]1[C:7]([NH2:8])=[CH:6][C:5]([C:9]2[C:10]([CH3:15])=[N:11][O:12][C:13]=2[CH3:14])=[CH:4][C:3]=1[S:16]([NH:19][CH:20]1[CH2:24][CH2:23][CH2:22][CH2:21]1)(=[O:18])=[O:17].[F:25][C:26]([F:31])([F:30])[C:27](O)=O. (5) Given the product [CH:18]([C:21]1[CH:26]=[CH:25][CH:24]=[CH:23][C:22]=1[N:15]1[C:13]2=[N:14][C:9]([OH:8])=[CH:10][CH:11]=[C:12]2[N:17]=[CH:16]1)([CH3:20])[CH3:19], predict the reactants needed to synthesize it. The reactants are: C([O:8][C:9]1[N:14]=[C:13]2[NH:15][CH:16]=[N:17][C:12]2=[CH:11][CH:10]=1)C1C=CC=CC=1.[CH:18]([C:21]1[CH:26]=[CH:25][CH:24]=[CH:23][C:22]=1B(O)O)([CH3:20])[CH3:19]. (6) Given the product [Cl:27][C:16]1[CH:17]=[C:18]2[C:26](=[C:14]([NH:13][C:12]([CH:5]3[CH2:6][O:7][C:8]([CH3:11])([CH3:10])[CH2:9][N:4]3[CH2:3][CH:2]([NH:1][C:35]([C:30]3[CH:31]=[N:32][CH:33]=[CH:34][N:29]=3)=[O:36])[CH3:28])=[O:40])[CH:15]=1)[NH:25][C:24]1[CH:23]=[N:22][CH:21]=[CH:20][C:19]2=1, predict the reactants needed to synthesize it. The reactants are: [NH2:1][CH:2]([CH3:28])[CH2:3][N:4]1[CH2:9][C:8]([CH3:11])([CH3:10])[O:7][CH2:6][CH:5]1[CH2:12][NH:13][C:14]1[CH:15]=[C:16]([Cl:27])[CH:17]=[C:18]2[C:26]=1[NH:25][C:24]1[CH:23]=[N:22][CH:21]=[CH:20][C:19]2=1.[N:29]1[CH:34]=[CH:33][N:32]=[CH:31][C:30]=1[C:35](O)=[O:36].C([O-])(=[O:40])C.[NH4+]. (7) The reactants are: [O:1]=[C:2]1[NH:7][C:6]2[CH:8]=[C:9]([CH2:12][N:13]3[CH2:18][CH2:17][N:16]([C:19]4[CH:27]=[CH:26][C:22]([C:23](O)=[O:24])=[CH:21][N:20]=4)[CH2:15][CH2:14]3)[CH:10]=[N:11][C:5]=2[N:4]2[CH2:28][CH2:29][CH2:30][CH2:31][C@@H:3]12.[CH2:32]([N:34](C(C)C)C(C)C)[CH3:33].Cl.C(N)C. Given the product [CH2:32]([NH:34][C:23](=[O:24])[C:22]1[CH:26]=[CH:27][C:19]([N:16]2[CH2:15][CH2:14][N:13]([CH2:12][C:9]3[CH:10]=[N:11][C:5]4[N:4]5[CH2:28][CH2:29][CH2:30][CH2:31][C@H:3]5[C:2](=[O:1])[NH:7][C:6]=4[CH:8]=3)[CH2:18][CH2:17]2)=[N:20][CH:21]=1)[CH3:33], predict the reactants needed to synthesize it. (8) The reactants are: [Cl:1][C:2]1[CH:7]=[CH:6][C:5]([OH:8])=[CH:4][C:3]=1[CH:9]([CH3:23])[C:10]([C:16]1[CH:21]=[CH:20][N:19]=[C:18]([Cl:22])[CH:17]=1)([OH:15])[C:11]([F:14])([F:13])[F:12].[CH3:24][O:25][C:26]1[CH:27]=[C:28](B2OC(C)(C)C(C)(C)O2)[CH:29]=[CH:30][C:31]=1[C:32]([O:34][CH3:35])=[O:33].O. Given the product [CH3:35][O:34][C:32](=[O:33])[C:31]1[CH:30]=[CH:29][C:28]([O:8][C:5]2[CH:6]=[CH:7][C:2]([Cl:1])=[C:3]([CH:9]([CH3:23])[C:10]([C:16]3[CH:21]=[CH:20][N:19]=[C:18]([Cl:22])[CH:17]=3)([OH:15])[C:11]([F:14])([F:13])[F:12])[CH:4]=2)=[CH:27][C:26]=1[O:25][CH3:24], predict the reactants needed to synthesize it. (9) Given the product [CH3:1][CH:2]([S:4]([O:7][C:8]1[CH:13]=[CH:12][CH:11]=[C:10]([C:14]2([C:22]3[CH:27]=[CH:26][CH:25]=[C:24]([Br:28])[CH:23]=3)[C:18](=[O:19])[N:17]([CH3:20])[C:16]([NH2:29])=[N:15]2)[CH:9]=1)(=[O:5])=[O:6])[CH3:3], predict the reactants needed to synthesize it. The reactants are: [CH3:1][CH:2]([S:4]([O:7][C:8]1[CH:13]=[CH:12][CH:11]=[C:10]([C:14]2([C:22]3[CH:27]=[CH:26][CH:25]=[C:24]([Br:28])[CH:23]=3)[C:18](=[O:19])[N:17]([CH3:20])[C:16](=S)[NH:15]2)[CH:9]=1)(=[O:6])=[O:5])[CH3:3].[NH3:29].C(OO)(C)(C)C.